The task is: Predict the reactants needed to synthesize the given product.. This data is from Full USPTO retrosynthesis dataset with 1.9M reactions from patents (1976-2016). Given the product [CH2:36]([O:35][C:33](=[O:34])[CH2:32][N:15]1[CH2:16][CH2:17][O:18][CH:13]([C:10]2[CH:9]=[CH:8][C:7]([O:6][CH2:5][C:4]3[C:3]([Cl:2])=[CH:22][CH:21]=[CH:20][C:19]=3[Cl:23])=[CH:12][CH:11]=2)[CH2:14]1)[CH3:37], predict the reactants needed to synthesize it. The reactants are: Cl.[Cl:2][C:3]1[CH:22]=[CH:21][CH:20]=[C:19]([Cl:23])[C:4]=1[CH2:5][O:6][C:7]1[CH:12]=[CH:11][C:10]([CH:13]2[O:18][CH2:17][CH2:16][NH:15][CH2:14]2)=[CH:9][CH:8]=1.CCN(CC)CC.Br[CH2:32][C:33]([O:35][CH2:36][CH3:37])=[O:34].